Dataset: Retrosynthesis with 50K atom-mapped reactions and 10 reaction types from USPTO. Task: Predict the reactants needed to synthesize the given product. (1) Given the product CCOCCCNC(=O)c1cccc(-c2cccc3cc(C(=O)N[C@H]4CN5CCC4CC5)sc23)c1, predict the reactants needed to synthesize it. The reactants are: CCOCCCN.O=C(O)c1cccc(-c2cccc3cc(C(=O)N[C@H]4CN5CCC4CC5)sc23)c1. (2) The reactants are: C=C(CBr)C(=O)OC(C)(C)C.c1ccc(CNCc2ccccc2)cc1. Given the product C=C(CN(Cc1ccccc1)Cc1ccccc1)C(=O)OC(C)(C)C, predict the reactants needed to synthesize it.